This data is from NCI-60 drug combinations with 297,098 pairs across 59 cell lines. The task is: Regression. Given two drug SMILES strings and cell line genomic features, predict the synergy score measuring deviation from expected non-interaction effect. (1) Drug 1: CC1=C(C=C(C=C1)C(=O)NC2=CC(=CC(=C2)C(F)(F)F)N3C=C(N=C3)C)NC4=NC=CC(=N4)C5=CN=CC=C5. Drug 2: C1CNP(=O)(OC1)N(CCCl)CCCl. Cell line: SN12C. Synergy scores: CSS=-9.20, Synergy_ZIP=3.44, Synergy_Bliss=-3.02, Synergy_Loewe=-8.41, Synergy_HSA=-9.63. (2) Synergy scores: CSS=48.1, Synergy_ZIP=2.70, Synergy_Bliss=1.03, Synergy_Loewe=-21.0, Synergy_HSA=-1.51. Drug 2: CC1OCC2C(O1)C(C(C(O2)OC3C4COC(=O)C4C(C5=CC6=C(C=C35)OCO6)C7=CC(=C(C(=C7)OC)O)OC)O)O. Cell line: NCIH23. Drug 1: CCCS(=O)(=O)NC1=C(C(=C(C=C1)F)C(=O)C2=CNC3=C2C=C(C=N3)C4=CC=C(C=C4)Cl)F.